From a dataset of Peptide-MHC class II binding affinity with 134,281 pairs from IEDB. Regression. Given a peptide amino acid sequence and an MHC pseudo amino acid sequence, predict their binding affinity value. This is MHC class II binding data. The peptide sequence is AGTNYNKTVASLMNA. The MHC is DRB1_1201 with pseudo-sequence DRB1_1201. The binding affinity (normalized) is 0.122.